Dataset: Catalyst prediction with 721,799 reactions and 888 catalyst types from USPTO. Task: Predict which catalyst facilitates the given reaction. (1) Reactant: [N+:1]([C:4]1[CH:11]=[CH:10][C:7]([CH:8]=O)=[CH:6][CH:5]=1)([O-:3])=[O:2].[C:12]([O:18][CH3:19])(=[O:17])[CH2:13][C:14]([CH3:16])=[O:15].N1CCCCC1.C(O)(=O)C. Product: [N+:1]([C:4]1[CH:11]=[CH:10][C:7]([CH:8]=[C:13]([C:14](=[O:15])[CH3:16])[C:12]([O:18][CH3:19])=[O:17])=[CH:6][CH:5]=1)([O-:3])=[O:2]. The catalyst class is: 41. (2) Reactant: [Cl:1][C:2]1[CH:3]=[C:4]([CH:9]([NH:14][C:15]([NH:17][C:18]2[N:23]=[C:22]([CH2:24][OH:25])[C:21]3[C:26]([O:29][CH3:30])=[N:27][NH:28][C:20]=3[CH:19]=2)=[O:16])[C:10]([OH:13])([CH3:12])[CH3:11])[CH:5]=[CH:6][C:7]=1[Cl:8].C(O)(C(F)(F)F)=O. The catalyst class is: 5. Product: [Cl:1][C:2]1[CH:3]=[C:4]([C@H:9]([NH:14][C:15]([NH:17][C:18]2[N:23]=[C:22]([CH2:24][OH:25])[C:21]3[C:26]([O:29][CH3:30])=[N:27][NH:28][C:20]=3[CH:19]=2)=[O:16])[C:10]([OH:13])([CH3:11])[CH3:12])[CH:5]=[CH:6][C:7]=1[Cl:8]. (3) Reactant: [Br:1][C:2]1[N:7]=[C:6]([C@:8]([NH:19][S@@:20]([C:22]([CH3:25])([CH3:24])[CH3:23])=[O:21])([CH2:17][F:18])[CH2:9][C:10](OC(C)(C)C)=[O:11])[C:5]([F:26])=[CH:4][CH:3]=1.CC(C[AlH]CC(C)C)C. Product: [Br:1][C:2]1[N:7]=[C:6]([C@@:8]([NH:19][S@@:20]([C:22]([CH3:24])([CH3:23])[CH3:25])=[O:21])([CH2:9][CH:10]=[O:11])[CH2:17][F:18])[C:5]([F:26])=[CH:4][CH:3]=1. The catalyst class is: 2. (4) Reactant: Cl.Cl.[Cl:3][CH2:4][CH2:5][CH2:6][N:7]1[CH2:12][CH2:11][NH:10][CH2:9][CH2:8]1.C(N(CC)CC)C.[CH3:20][S:21](Cl)(=[O:23])=[O:22].Cl. Product: [ClH:3].[Cl:3][CH2:4][CH2:5][CH2:6][N:7]1[CH2:12][CH2:11][N:10]([S:21]([CH3:20])(=[O:23])=[O:22])[CH2:9][CH2:8]1. The catalyst class is: 2. (5) Reactant: [C:1]([NH:9][NH:10][C:11]1[C:23]([Cl:24])=[CH:22][C:14]([C:15]([O:17][C:18]([CH3:21])([CH3:20])[CH3:19])=[O:16])=[CH:13][N:12]=1)(=O)[C:2]1[CH:7]=[CH:6][CH:5]=[CH:4][CH:3]=1.COC1C=CC(P2(SP(C3C=CC(OC)=CC=3)(=S)S2)=S)=CC=1. Product: [Cl:24][C:23]1[C:11]2[N:12]([C:1]([C:2]3[CH:7]=[CH:6][CH:5]=[CH:4][CH:3]=3)=[N:9][N:10]=2)[CH:13]=[C:14]([C:15]([O:17][C:18]([CH3:21])([CH3:20])[CH3:19])=[O:16])[CH:22]=1. The catalyst class is: 11. (6) Reactant: [F:1][C:2]([F:13])([F:12])[C:3]1[CH:11]=[CH:10][C:6]([CH:7]=[N:8]O)=[CH:5][CH:4]=1.[ClH:14]. Product: [ClH:14].[F:1][C:2]([F:12])([F:13])[C:3]1[CH:11]=[CH:10][C:6]([CH2:7][NH2:8])=[CH:5][CH:4]=1. The catalyst class is: 50. (7) Reactant: [Cl:1][C:2]1[CH:10]=[CH:9][C:8]2[NH:7][C:6]3[CH2:11][CH2:12][N:13]([CH3:15])[CH2:14][C:5]=3[C:4]=2[CH:3]=1.[F:16][C:17]([F:28])([F:27])[N:18]1[CH:23]=[C:22]([CH:24]=[CH2:25])[CH:21]=[CH:20][C:19]1=[O:26].[OH-].[K+]. Product: [Cl:1][C:2]1[CH:10]=[CH:9][C:8]2[N:7]([CH2:25][CH2:24][C:22]3[CH:21]=[CH:20][C:19](=[O:26])[N:18]([C:17]([F:28])([F:16])[F:27])[CH:23]=3)[C:6]3[CH2:11][CH2:12][N:13]([CH3:15])[CH2:14][C:5]=3[C:4]=2[CH:3]=1. The catalyst class is: 37.